From a dataset of Full USPTO retrosynthesis dataset with 1.9M reactions from patents (1976-2016). Predict the reactants needed to synthesize the given product. (1) Given the product [F:31][C:26]1[CH:25]=[C:24]([N:15]([CH2:16][CH:17]2[CH2:18][CH2:19][CH:20]([CH3:23])[CH2:21][CH2:22]2)[C:13](=[O:14])[NH:12][C:10]2[S:11][C:7]([S:6][CH2:5][C:4]([OH:32])=[O:3])=[CH:8][N:9]=2)[CH:29]=[CH:28][C:27]=1[F:30], predict the reactants needed to synthesize it. The reactants are: C([O:3][C:4](=[O:32])[CH2:5][S:6][C:7]1[S:11][C:10]([NH:12][C:13]([N:15]([C:24]2[CH:29]=[CH:28][C:27]([F:30])=[C:26]([F:31])[CH:25]=2)[CH2:16][CH:17]2[CH2:22][CH2:21][CH:20]([CH3:23])[CH2:19][CH2:18]2)=[O:14])=[N:9][CH:8]=1)C.C1(CN(C2C=CC(S(C)(=O)=O)=CC=2)C(=O)NC2SC=C(CC(O)=O)N=2)CCCC1.CC1CCC(CNC2C=CC(F)=C(F)C=2)CC1.C(OC(=O)CSC1SC(N)=NC=1)C. (2) Given the product [C:9]([O:13][C:14](=[O:37])[NH:15][C:16](=[NH:17])[C:18]1[S:19][C:20]([S:35][CH3:36])=[C:21]([S:23]([C:26]2[CH:27]=[CH:28][CH:29]=[C:30]([C:2]3[CH:7]=[CH:6][N:5]=[CH:4][C:3]=3[CH3:8])[CH:31]=2)(=[O:25])=[O:24])[CH:22]=1)([CH3:12])([CH3:10])[CH3:11], predict the reactants needed to synthesize it. The reactants are: Br[C:2]1[CH:7]=[CH:6][N:5]=[CH:4][C:3]=1[CH3:8].[C:9]([O:13][C:14](=[O:37])[NH:15][C:16]([C:18]1[S:19][C:20]([S:35][CH3:36])=[C:21]([S:23]([C:26]2[CH:31]=[CH:30][C:29](O)=[C:28](B)[C:27]=2O)(=[O:25])=[O:24])[CH:22]=1)=[NH:17])([CH3:12])([CH3:11])[CH3:10].C(O)C.C1(C)C=CC=CC=1.